Dataset: Experimentally validated miRNA-target interactions with 360,000+ pairs, plus equal number of negative samples. Task: Binary Classification. Given a miRNA mature sequence and a target amino acid sequence, predict their likelihood of interaction. The miRNA is hsa-miR-330-3p with sequence GCAAAGCACACGGCCUGCAGAGA. The protein sequence of the target gene is MELAHSLLLNEEASNQLGAVQKAEFIFEWLRYLEKLLLATNREDVREKQKTLVGQLLSLLNSSPGPPTRKLLAQDLAILYSVGDTVSVYETIDKCNDLIRSKDDSPSYLPTKLAAVVCLGSLYKKLGRILANGFTDTVVNILKAMKSAESQGRYEIMLSLQSILTGLGAAAAPCHRDVYKAARSCLTDRSMAVRCAAAKCLLELQNEAIFMWSTDVDSVATLCFKSFEGSNYDVRISVSKLLGTVLAKAVTAKHPGAGSKQSARRVSLEEVLELLGAGFLRGSSGFLRASGDMLKGNSSV.... Result: 0 (no interaction).